Predict the product of the given reaction. From a dataset of Forward reaction prediction with 1.9M reactions from USPTO patents (1976-2016). (1) Given the reactants Br[C:2]1[CH:7]=[CH:6][C:5]([Cl:8])=[CH:4][C:3]=1[CH3:9].[N:10]1([C:16]([O:18][C:19]([CH3:22])([CH3:21])[CH3:20])=[O:17])[CH2:15][CH2:14][NH:13][CH2:12][CH2:11]1.C(P(C(C)(C)C)C(C)(C)C)(C)(C)C.C(=O)([O-])[O-].[Cs+].[Cs+], predict the reaction product. The product is: [C:19]([O:18][C:16]([N:10]1[CH2:15][CH2:14][N:13]([C:2]2[CH:7]=[CH:6][C:5]([Cl:8])=[CH:4][C:3]=2[CH3:9])[CH2:12][CH2:11]1)=[O:17])([CH3:22])([CH3:20])[CH3:21]. (2) Given the reactants Cl.Cl.[CH3:3][N:4]1[CH2:9][CH2:8][N:7]([C:10]2[CH:18]=[CH:17][CH:16]=[C:15]3[C:11]=2[CH:12]=[CH:13][NH:14]3)[CH2:6][CH2:5]1.[F:19][C:20]1[CH:25]=[CH:24][C:23]([S:26](Cl)(=[O:28])=[O:27])=[CH:22][CH:21]=1, predict the reaction product. The product is: [F:19][C:20]1[CH:25]=[CH:24][C:23]([S:26]([N:14]2[C:15]3[C:11](=[C:10]([N:7]4[CH2:6][CH2:5][N:4]([CH3:3])[CH2:9][CH2:8]4)[CH:18]=[CH:17][CH:16]=3)[CH:12]=[CH:13]2)(=[O:28])=[O:27])=[CH:22][CH:21]=1. (3) Given the reactants [F:1][C:2]1[CH:3]=[C:4]2[C:8](=[CH:9][CH:10]=1)[N:7]([C:11]([C:13]1[CH:18]=[C:17]([O:19]C)[N:16]=[C:15]([N:21]3[CH2:26][CH2:25][CH:24]([N:27]4[C:35]5[C:30](=[N:31][CH:32]=[CH:33][CH:34]=5)[NH:29][C:28]4=[O:36])[CH2:23][CH2:22]3)[CH:14]=1)=[O:12])[CH2:6][CH2:5]2.Cl.N1C=CC=CC=1, predict the reaction product. The product is: [F:1][C:2]1[CH:3]=[C:4]2[C:8](=[CH:9][CH:10]=1)[N:7]([C:11]([C:13]1[CH:14]=[C:15]([N:21]3[CH2:26][CH2:25][CH:24]([N:27]4[C:35]5[C:30](=[N:31][CH:32]=[CH:33][CH:34]=5)[NH:29][C:28]4=[O:36])[CH2:23][CH2:22]3)[NH:16][C:17](=[O:19])[CH:18]=1)=[O:12])[CH2:6][CH2:5]2.